This data is from Peptide-MHC class II binding affinity with 134,281 pairs from IEDB. The task is: Regression. Given a peptide amino acid sequence and an MHC pseudo amino acid sequence, predict their binding affinity value. This is MHC class II binding data. (1) The peptide sequence is TGVAVSRGTAKLRWF. The MHC is DRB5_0101 with pseudo-sequence DRB5_0101. The binding affinity (normalized) is 1.00. (2) The peptide sequence is GELQIVDKIDAAFMI. The MHC is DRB1_1101 with pseudo-sequence DRB1_1101. The binding affinity (normalized) is 0.410. (3) The peptide sequence is AFILRGDNLFPKV. The MHC is HLA-DQA10501-DQB10201 with pseudo-sequence HLA-DQA10501-DQB10201. The binding affinity (normalized) is 0.650. (4) The MHC is HLA-DPA10103-DPB10401 with pseudo-sequence HLA-DPA10103-DPB10401. The binding affinity (normalized) is 0.833. The peptide sequence is EKKYFAATQFEPCAA. (5) The peptide sequence is GELQIVDKIDAAGKI. The MHC is DRB4_0101 with pseudo-sequence DRB4_0103. The binding affinity (normalized) is 0.811. (6) The peptide sequence is GAVDIINKWQVVAPQ. The MHC is DRB3_0101 with pseudo-sequence DRB3_0101. The binding affinity (normalized) is 0.124. (7) The peptide sequence is GLSEHLEQECHIPFA. The MHC is DRB1_0101 with pseudo-sequence DRB1_0101. The binding affinity (normalized) is 0.455.